From a dataset of Merck oncology drug combination screen with 23,052 pairs across 39 cell lines. Regression. Given two drug SMILES strings and cell line genomic features, predict the synergy score measuring deviation from expected non-interaction effect. (1) Drug 1: COc1cc(C2c3cc4c(cc3C(OC3OC5COC(C)OC5C(O)C3O)C3COC(=O)C23)OCO4)cc(OC)c1O. Drug 2: NC1(c2ccc(-c3nc4ccn5c(=O)[nH]nc5c4cc3-c3ccccc3)cc2)CCC1. Cell line: OVCAR3. Synergy scores: synergy=8.69. (2) Drug 1: N.N.O=C(O)C1(C(=O)O)CCC1.[Pt]. Drug 2: NC(=O)c1cccc2cn(-c3ccc(C4CCCNC4)cc3)nc12. Cell line: RPMI7951. Synergy scores: synergy=-0.316. (3) Drug 1: CN(C)C(=N)N=C(N)N. Drug 2: CC(C)CC(NC(=O)C(Cc1ccccc1)NC(=O)c1cnccn1)B(O)O. Cell line: ZR751. Synergy scores: synergy=-21.0. (4) Drug 2: O=C(CCCCCCC(=O)Nc1ccccc1)NO. Cell line: HCT116. Drug 1: CN(C)C(=N)N=C(N)N. Synergy scores: synergy=0.0780. (5) Drug 1: N#Cc1ccc(Cn2cncc2CN2CCN(c3cccc(Cl)c3)C(=O)C2)cc1. Synergy scores: synergy=11.5. Cell line: NCIH1650. Drug 2: C=CCn1c(=O)c2cnc(Nc3ccc(N4CCN(C)CC4)cc3)nc2n1-c1cccc(C(C)(C)O)n1. (6) Drug 1: O=c1[nH]cc(F)c(=O)[nH]1. Drug 2: Cn1c(=O)n(-c2ccc(C(C)(C)C#N)cc2)c2c3cc(-c4cnc5ccccc5c4)ccc3ncc21. Cell line: NCIH2122. Synergy scores: synergy=7.70. (7) Drug 1: COC1=C2CC(C)CC(OC)C(O)C(C)C=C(C)C(OC(N)=O)C(OC)C=CC=C(C)C(=O)NC(=CC1=O)C2=O. Drug 2: Cn1cc(-c2cnn3c(N)c(Br)c(C4CCCNC4)nc23)cn1. Cell line: HT29. Synergy scores: synergy=-3.56. (8) Drug 2: CCC1(O)C(=O)OCc2c1cc1n(c2=O)Cc2cc3c(CN(C)C)c(O)ccc3nc2-1. Synergy scores: synergy=23.2. Drug 1: C#Cc1cccc(Nc2ncnc3cc(OCCOC)c(OCCOC)cc23)c1. Cell line: UACC62. (9) Drug 1: Cc1nc(Nc2ncc(C(=O)Nc3c(C)cccc3Cl)s2)cc(N2CCN(CCO)CC2)n1. Drug 2: COC1CC2CCC(C)C(O)(O2)C(=O)C(=O)N2CCCCC2C(=O)OC(C(C)CC2CCC(OP(C)(C)=O)C(OC)C2)CC(=O)C(C)C=C(C)C(O)C(OC)C(=O)C(C)CC(C)C=CC=CC=C1C. Cell line: HCT116. Synergy scores: synergy=-18.7.